Dataset: Full USPTO retrosynthesis dataset with 1.9M reactions from patents (1976-2016). Task: Predict the reactants needed to synthesize the given product. (1) Given the product [CH3:3][CH:2]([N:4]1[C:12](/[CH:13]=[CH:14]/[CH:15]([OH:24])[CH2:16][CH:17]([OH:23])[CH2:18][C:19]([O-:21])=[O:20])=[C:11]([C:25]2[CH:26]=[CH:27][C:28]([F:31])=[CH:29][CH:30]=2)[C:10]2[CH:9]=[CH:8][CH:7]=[CH:6][C:5]1=2)[CH3:1].[Na+:33], predict the reactants needed to synthesize it. The reactants are: [CH3:1][CH:2]([N:4]1[C:12](/[CH:13]=[CH:14]/[C@H:15]([OH:24])[CH2:16][C@H:17]([OH:23])[CH2:18][C:19]([O:21]C)=[O:20])=[C:11]([C:25]2[CH:30]=[CH:29][C:28]([F:31])=[CH:27][CH:26]=2)[C:10]2[C:5]1=[CH:6][CH:7]=[CH:8][CH:9]=2)[CH3:3].[OH-].[Na+:33]. (2) Given the product [CH2:1]([O:8][C:9](=[O:23])[NH:10][CH2:11][CH2:12][CH2:13][N:14]1[CH2:21][CH2:20][C:17]2([CH2:18][CH2:19]2)[C@H:16]([O:22][Si:28]([C:24]([CH3:27])([CH3:26])[CH3:25])([CH3:31])[CH3:30])[CH2:15]1)[C:2]1[CH:3]=[CH:4][CH:5]=[CH:6][CH:7]=1, predict the reactants needed to synthesize it. The reactants are: [CH2:1]([O:8][C:9](=[O:23])[NH:10][CH2:11][CH2:12][CH2:13][N:14]1[CH2:21][CH2:20][C:17]2([CH2:19][CH2:18]2)[C@H:16]([OH:22])[CH2:15]1)[C:2]1[CH:7]=[CH:6][CH:5]=[CH:4][CH:3]=1.[C:24]([Si:28]([CH3:31])([CH3:30])Cl)([CH3:27])([CH3:26])[CH3:25].N1C=CN=C1. (3) Given the product [C:29]([NH:21][CH2:20][C:17]1[CH:18]=[CH:19][C:14]([C:13]([NH:12][C:10]2[S:11][C:7]3[C:6]([N:23]4[CH2:28][CH2:27][O:26][CH2:25][CH2:24]4)=[CH:5][CH:4]=[C:3]([O:2][CH3:1])[C:8]=3[N:9]=2)=[O:22])=[CH:15][CH:16]=1)(=[O:31])[CH3:30], predict the reactants needed to synthesize it. The reactants are: [CH3:1][O:2][C:3]1[C:8]2[N:9]=[C:10]([NH:12][C:13](=[O:22])[C:14]3[CH:19]=[CH:18][C:17]([CH2:20][NH2:21])=[CH:16][CH:15]=3)[S:11][C:7]=2[C:6]([N:23]2[CH2:28][CH2:27][O:26][CH2:25][CH2:24]2)=[CH:5][CH:4]=1.[C:29](Cl)(=[O:31])[CH3:30]. (4) Given the product [CH3:2][CH2:3][CH2:4][CH:5]([CH3:8])[CH3:6].[F:1][C:2]1[CH:7]=[CH:6][C:5]([CH:8]([OH:23])[CH2:9][NH:10][C:11]([C:13]2[NH:22][C:16]3=[CH:17][N:18]=[C:19]([Cl:21])[CH:20]=[C:15]3[CH:14]=2)=[O:12])=[CH:4][CH:3]=1, predict the reactants needed to synthesize it. The reactants are: [F:1][C:2]1[CH:7]=[CH:6][C:5]([C:8](=[O:23])[CH2:9][NH:10][C:11]([C:13]2[NH:22][C:16]3=[CH:17][N:18]=[C:19]([Cl:21])[CH:20]=[C:15]3[CH:14]=2)=[O:12])=[CH:4][CH:3]=1.[BH4-]. (5) Given the product [C:1]([N:5]([CH2:13][CH2:14][CH2:15][CH2:16][C:17]#[C:18][C:19]1[S:23][CH:22]=[N:21][CH:20]=1)[C:6](=[O:12])[C:7]([OH:9])=[O:8])([CH3:4])([CH3:2])[CH3:3], predict the reactants needed to synthesize it. The reactants are: [C:1]([N:5]([CH2:13][CH2:14][CH2:15][CH2:16][C:17]#[C:18][C:19]1[S:23][CH:22]=[N:21][CH:20]=1)[C:6](=[O:12])[C:7]([O:9]CC)=[O:8])([CH3:4])([CH3:3])[CH3:2].[OH-].[K+].Cl. (6) Given the product [Cl:8][C:9]1[CH:10]=[C:11]([NH:16][C:17]2[C:26]3[C:21](=[CH:22][C:23]([O:5][CH2:4][CH2:3][O:2][CH3:1])=[C:24]([N+:27]([O-:29])=[O:28])[CH:25]=3)[N:20]=[CH:19][N:18]=2)[CH:12]=[CH:13][C:14]=1[F:15], predict the reactants needed to synthesize it. The reactants are: [CH3:1][O:2][CH2:3][CH2:4][OH:5].[H-].[Na+].[Cl:8][C:9]1[CH:10]=[C:11]([NH:16][C:17]2[C:26]3[C:21](=[CH:22][C:23](F)=[C:24]([N+:27]([O-:29])=[O:28])[CH:25]=3)[N:20]=[CH:19][N:18]=2)[CH:12]=[CH:13][C:14]=1[F:15].O.